Dataset: Catalyst prediction with 721,799 reactions and 888 catalyst types from USPTO. Task: Predict which catalyst facilitates the given reaction. Reactant: [Cl:1][C:2]1[CH:25]=[CH:24][C:5]([CH2:6][N:7]2[CH:11]=[N:10][N:9]=[C:8]2[C@H:12]2[CH2:16][CH2:15][CH2:14][N:13]2C(OC(C)(C)C)=O)=[CH:4][CH:3]=1. Product: [Cl:1][C:2]1[CH:25]=[CH:24][C:5]([CH2:6][N:7]2[CH:11]=[N:10][N:9]=[C:8]2[C@H:12]2[CH2:16][CH2:15][CH2:14][NH:13]2)=[CH:4][CH:3]=1. The catalyst class is: 137.